From a dataset of Catalyst prediction with 721,799 reactions and 888 catalyst types from USPTO. Predict which catalyst facilitates the given reaction. (1) Reactant: [OH:1][C:2]1[CH:7]=[CH:6][C:5]([CH2:8][C:9]([O:11][CH3:12])=[O:10])=[CH:4][CH:3]=1.[Mg+2].[Cl-].[Cl-].CCN(CC)CC.Cl.C[CH2:25][O:26]CC. Product: [CH:25]([C:7]1[CH:6]=[C:5]([CH2:8][C:9]([O:11][CH3:12])=[O:10])[CH:4]=[CH:3][C:2]=1[OH:1])=[O:26]. The catalyst class is: 23. (2) Reactant: [CH3:1][O:2][CH2:3][O:4][C:5]1[CH:10]=[CH:9][CH:8]=[C:7]([C:11]([F:14])([F:13])[F:12])[C:6]=1[C:15](=[O:21])[C:16]([O:18][CH2:19][CH3:20])=[O:17].[BH4-].[Na+].O. Product: [OH:21][CH:15]([C:6]1[C:7]([C:11]([F:14])([F:13])[F:12])=[CH:8][CH:9]=[CH:10][C:5]=1[O:4][CH2:3][O:2][CH3:1])[C:16]([O:18][CH2:19][CH3:20])=[O:17]. The catalyst class is: 5. (3) Reactant: Cl[CH2:2][C:3]([N:5]1[C@@H:9]([C:10]#[CH:11])[CH2:8][CH2:7][C@H:6]1[C:12]#[N:13])=[O:4].[NH2:14][C:15]([CH3:27])([CH3:26])[CH2:16][NH:17][C:18]1[CH:25]=[CH:24][C:21]([C:22]#[N:23])=[CH:20][N:19]=1. Product: [CH3:27][C:15]([NH:14][CH2:2][C:3]([N:5]1[C@@H:9]([C:10]#[CH:11])[CH2:8][CH2:7][C@H:6]1[C:12]#[N:13])=[O:4])([CH3:26])[CH2:16][NH:17][C:18]1[CH:25]=[CH:24][C:21]([C:22]#[N:23])=[CH:20][N:19]=1. The catalyst class is: 10.